Dataset: Forward reaction prediction with 1.9M reactions from USPTO patents (1976-2016). Task: Predict the product of the given reaction. (1) Given the reactants C(=O)([O-])[O-].[Cs+].[Cs+].[Cl:7][C:8]1[CH:27]=[CH:26][C:11]([CH2:12][C:13]2[O:17][C:16]([C:18]3[CH:19]=[CH:20][C:21]([CH3:25])=[C:22]([OH:24])[CH:23]=3)=[N:15][N:14]=2)=[CH:10][CH:9]=1.[CH2:28]([O:30][C:31]([C:33]1[C:34]2[S:42][CH:41]=[C:40]([CH2:43]Br)[C:35]=2[C:36]([Cl:39])=[N:37][CH:38]=1)=[O:32])[CH3:29], predict the reaction product. The product is: [CH2:28]([O:30][C:31]([C:33]1[C:34]2[S:42][CH:41]=[C:40]([CH2:43][O:24][C:22]3[CH:23]=[C:18]([C:16]4[O:17][C:13]([CH2:12][C:11]5[CH:26]=[CH:27][C:8]([Cl:7])=[CH:9][CH:10]=5)=[N:14][N:15]=4)[CH:19]=[CH:20][C:21]=3[CH3:25])[C:35]=2[C:36]([Cl:39])=[N:37][CH:38]=1)=[O:32])[CH3:29]. (2) The product is: [CH3:1][C@@H:2]1[CH2:11][C:10]2[C:5](=[CH:6][CH:7]=[C:8]([C@@H:12]3[CH2:17][N:16]4[CH2:18][CH2:19][NH:20][CH2:21][C@H:15]4[CH2:14][N:13]3[C:32]([O:34][C:35]([CH3:38])([CH3:37])[CH3:36])=[O:33])[CH:9]=2)[C:4](=[O:39])[O:3]1. Given the reactants [CH3:1][C@@H:2]1[CH2:11][C:10]2[C:5](=[CH:6][CH:7]=[C:8]([C@@H:12]3[CH2:17][N:16]4[CH2:18][CH2:19][N:20](C(OCC5C=CC=CC=5)=O)[CH2:21][C@H:15]4[CH2:14][N:13]3[C:32]([O:34][C:35]([CH3:38])([CH3:37])[CH3:36])=[O:33])[CH:9]=2)[C:4](=[O:39])[O:3]1, predict the reaction product. (3) Given the reactants [NH2:1][C:2]1[CH:7]=[CH:6][C:5]([C:8]2[N:12]=[N:11][NH:10][C:9]=2[C:13]#[N:14])=[CH:4][C:3]=1/[CH:15]=[CH:16]/[C:17]1[CH:22]=[CH:21][CH:20]=[C:19]([C:23]([F:26])([F:25])[F:24])[CH:18]=1.N1C=CC=CC=1.[S:33](Cl)([CH3:36])(=[O:35])=[O:34].O, predict the reaction product. The product is: [C:13]([C:9]1[NH:10][N:11]=[N:12][C:8]=1[C:5]1[CH:6]=[CH:7][C:2]([NH:1][S:33]([CH3:36])(=[O:35])=[O:34])=[C:3](/[CH:15]=[CH:16]/[C:17]2[CH:22]=[CH:21][CH:20]=[C:19]([C:23]([F:26])([F:25])[F:24])[CH:18]=2)[CH:4]=1)#[N:14]. (4) Given the reactants Cl[C:2]1[CH:7]=[CH:6][N:5]=[C:4]([NH:8][CH:9]2[CH2:14][C:13]([CH3:16])([CH3:15])[NH:12][C:11]([CH3:18])([CH3:17])[CH2:10]2)[N:3]=1.CC1(C)C(C)(C)OB([C:27]2[CH:32]=[CH:31][C:30]([S:33]([NH2:36])(=[O:35])=[O:34])=[CH:29][CH:28]=2)O1, predict the reaction product. The product is: [CH3:15][C:13]1([CH3:16])[CH2:14][CH:9]([NH:8][C:4]2[N:3]=[C:2]([C:27]3[CH:32]=[CH:31][C:30]([S:33]([NH2:36])(=[O:35])=[O:34])=[CH:29][CH:28]=3)[CH:7]=[CH:6][N:5]=2)[CH2:10][C:11]([CH3:18])([CH3:17])[NH:12]1. (5) Given the reactants Br[C:2]1[CH:9]=[CH:8][C:7]([O:10][CH3:11])=[CH:6][C:3]=1[C:4]#[N:5].[F:12][C:13]1[CH:14]=[C:15](B(O)O)[CH:16]=[C:17]([F:19])[CH:18]=1.C(=O)([O-])[O-].[K+].[K+], predict the reaction product. The product is: [F:12][C:13]1[CH:14]=[C:15]([C:2]2[C:3]([C:4]#[N:5])=[CH:6][C:7]([O:10][CH3:11])=[CH:8][CH:9]=2)[CH:16]=[C:17]([F:19])[CH:18]=1. (6) Given the reactants [N+:1]([C:4]1[CH:9]=[CH:8][C:7]([CH2:10][C:11]([O:13][CH2:14][CH3:15])=[O:12])=[CH:6][C:5]=1[O:16][CH2:17][C:18]([F:21])([F:20])[F:19])([O-:3])=[O:2].[H-].[Na+].[CH2:24](Br)[CH:25]([CH3:27])[CH3:26].[NH4+].[Cl-], predict the reaction product. The product is: [CH3:24][CH:25]([CH3:27])[CH2:26][CH:10]([C:7]1[CH:8]=[CH:9][C:4]([N+:1]([O-:3])=[O:2])=[C:5]([O:16][CH2:17][C:18]([F:19])([F:20])[F:21])[CH:6]=1)[C:11]([O:13][CH2:14][CH3:15])=[O:12].